Dataset: Reaction yield outcomes from USPTO patents with 853,638 reactions. Task: Predict the reaction yield, written as a fraction of the theoretical maximum amount of product (1.0 means a 100% yield; for example, 0.34 means a 34% yield). (1) The reactants are Cl.[CH3:2][NH2:3].[C:4]([C:6]1[CH:11]=[CH:10][C:9]([S:12](Cl)(=[O:14])=[O:13])=[CH:8][CH:7]=1)#[N:5].Cl. The catalyst is N1C=CC=CC=1. The product is [C:4]([C:6]1[CH:11]=[CH:10][C:9]([S:12]([NH:3][CH3:2])(=[O:14])=[O:13])=[CH:8][CH:7]=1)#[N:5]. The yield is 0.560. (2) The reactants are C(C1C=C(NC(=O)CCCC2C=CC([B:25]([OH:27])[OH:26])=CC=2)C=CC=1S(CC)(=O)=O)#N.Br[C:30]1[CH:55]=[CH:54][C:33]([CH2:34][CH2:35][N:36]([CH3:53])[C:37]([NH:39][C:40]2[CH:45]=[CH:44][C:43]([S:46]([CH2:49][CH3:50])(=[O:48])=[O:47])=[C:42]([C:51]#[N:52])[CH:41]=2)=[O:38])=[CH:32][CH:31]=1. No catalyst specified. The product is [C:51]([C:42]1[CH:41]=[C:40]([NH:39][C:37](=[O:38])[N:36]([CH2:35][CH2:34][C:33]2[CH:54]=[CH:55][C:30]([B:25]([OH:27])[OH:26])=[CH:31][CH:32]=2)[CH3:53])[CH:45]=[CH:44][C:43]=1[S:46]([CH2:49][CH3:50])(=[O:48])=[O:47])#[N:52]. The yield is 0.780. (3) The reactants are [C:1]1([N:7]2[C:19]3[CH:18]=[CH:17][C:16](B4OC(C)(C)C(C)(C)O4)=[CH:15][C:14]=3[C:13]3[C:8]2=[CH:9][CH:10]=[CH:11][CH:12]=3)[CH:6]=[CH:5][CH:4]=[CH:3][CH:2]=1.[Br:29][C:30]1[CH:35]=[CH:34][C:33](I)=[CH:32][CH:31]=1.C(=O)([O-])[O-].[K+].[K+]. The product is [Br:29][C:30]1[CH:35]=[CH:34][C:33]([C:16]2[CH:17]=[CH:18][C:19]3[N:7]([C:1]4[CH:6]=[CH:5][CH:4]=[CH:3][CH:2]=4)[C:8]4[C:13]([C:14]=3[CH:15]=2)=[CH:12][CH:11]=[CH:10][CH:9]=4)=[CH:32][CH:31]=1. The yield is 0.440. The catalyst is O1CCOCC1.O.C1C=CC([P]([Pd]([P](C2C=CC=CC=2)(C2C=CC=CC=2)C2C=CC=CC=2)([P](C2C=CC=CC=2)(C2C=CC=CC=2)C2C=CC=CC=2)[P](C2C=CC=CC=2)(C2C=CC=CC=2)C2C=CC=CC=2)(C2C=CC=CC=2)C2C=CC=CC=2)=CC=1. (4) The product is [N:26]1[CH:27]=[CH:28][CH:29]=[N:30][C:25]=1[CH:20]1[CH2:19][CH2:18][NH:17][CH2:22][CH2:21]1. The catalyst is C1COCC1.CN(C)C(=O)C.[Zn].C1C=CC(/C=C/C(/C=C/C2C=CC=CC=2)=O)=CC=1.C1C=CC(/C=C/C(/C=C/C2C=CC=CC=2)=O)=CC=1.C1C=CC(/C=C/C(/C=C/C2C=CC=CC=2)=O)=CC=1.C(Cl)(Cl)Cl.[Pd].[Pd].O1C=CC=C1P(C1OC=CC=1)C1OC=CC=1. The reactants are BrCCBr.Cl[Si](C)(C)C.C(OC([N:17]1[CH2:22][CH2:21][CH:20](I)[CH2:19][CH2:18]1)=O)(C)(C)C.Br[C:25]1[N:30]=[CH:29][CH:28]=[CH:27][N:26]=1. The yield is 0.650. (5) The reactants are C(OC([NH:8][C:9]1[S:13][C:12]([C:14]2[C:19]([F:20])=[CH:18][CH:17]=[CH:16][C:15]=2[F:21])=[N:11][C:10]=1[C:22]([OH:24])=O)=O)(C)(C)C.[NH2:25][C:26]1[C:27]([N:35]2[CH2:40][C@H:39]([C:41]([F:44])([F:43])[F:42])[CH2:38][C@H:37]([NH:45]C(=O)OC(C)(C)C)[CH2:36]2)=[C:28]2[CH2:34][CH2:33][O:32][C:29]2=[N:30][CH:31]=1.CN(C(ON1N=NC2C=CC=NC1=2)=[N+](C)C)C.F[P-](F)(F)(F)(F)F.CCN(C(C)C)C(C)C. The catalyst is CN(C=O)C. The product is [NH2:8][C:9]1[S:13][C:12]([C:14]2[C:15]([F:21])=[CH:16][CH:17]=[CH:18][C:19]=2[F:20])=[N:11][C:10]=1[C:22]([NH:25][C:26]1[C:27]([N:35]2[CH2:40][C@H:39]([C:41]([F:44])([F:43])[F:42])[CH2:38][C@H:37]([NH2:45])[CH2:36]2)=[C:28]2[CH2:34][CH2:33][O:32][C:29]2=[N:30][CH:31]=1)=[O:24]. The yield is 0.130. (6) The reactants are [CH3:1][C:2]([O:9][C:10]1[CH:11]=[CH:12][CH:13]=[C:14]2[C:19]=1[N:18]=[CH:17][CH:16]=[CH:15]2)([CH3:8])[C:3]([O:5]CC)=O.[NH2:20][CH2:21][CH:22]([OH:34])[CH2:23][N:24]1[CH2:33][CH2:32][C:31]2[C:26](=[CH:27][CH:28]=[CH:29][CH:30]=2)[CH2:25]1. The catalyst is CCO. The product is [CH2:25]1[C:26]2[C:31](=[CH:30][CH:29]=[CH:28][CH:27]=2)[CH2:32][CH2:33][N:24]1[CH2:23][CH:22]([OH:34])[CH2:21][NH:20][C:3](=[O:5])[C:2]([CH3:1])([O:9][C:10]1[CH:11]=[CH:12][CH:13]=[C:14]2[C:19]=1[N:18]=[CH:17][CH:16]=[CH:15]2)[CH3:8]. The yield is 0.101. (7) The reactants are [NH2:1][C:2]1[CH:26]=[CH:25][C:5]([O:6][C:7]2[CH:12]=[CH:11][N:10]=[C:9]([NH:13][C:14](=[O:24])[N:15]([CH3:23])[CH:16]3[CH2:21][CH2:20][N:19]([CH3:22])[CH2:18][CH2:17]3)[CH:8]=2)=[CH:4][CH:3]=1.CC1(C)C2(CS(O)(=O)=O)C(CC1CC2)=O.[C:42]1([CH2:48][C:49]([N:51]=[C:52]=[S:53])=[O:50])[CH:47]=[CH:46][CH:45]=[CH:44][CH:43]=1.C(=O)([O-])O.[Na+]. The catalyst is C(O)C.CCCCCC.C(OCC)C. The product is [CH3:23][N:15]([CH:16]1[CH2:17][CH2:18][N:19]([CH3:22])[CH2:20][CH2:21]1)[C:14]([NH:13][C:9]1[CH:8]=[C:7]([O:6][C:5]2[CH:25]=[CH:26][C:2]([NH:1][C:52]([NH:51][C:49](=[O:50])[CH2:48][C:42]3[CH:43]=[CH:44][CH:45]=[CH:46][CH:47]=3)=[S:53])=[CH:3][CH:4]=2)[CH:12]=[CH:11][N:10]=1)=[O:24]. The yield is 0.0220.